Dataset: CYP3A4 substrate classification data from Carbon-Mangels et al.. Task: Regression/Classification. Given a drug SMILES string, predict its absorption, distribution, metabolism, or excretion properties. Task type varies by dataset: regression for continuous measurements (e.g., permeability, clearance, half-life) or binary classification for categorical outcomes (e.g., BBB penetration, CYP inhibition). Dataset: cyp3a4_substrate_carbonmangels. The molecule is CC(C)OC(=O)C(C)(C)Oc1ccc(C(=O)c2ccc(Cl)cc2)cc1. The result is 1 (substrate).